Dataset: Forward reaction prediction with 1.9M reactions from USPTO patents (1976-2016). Task: Predict the product of the given reaction. Given the reactants C1(P(C2C=CC=CC=2)C2C=CC=CC=2)C=CC=CC=1.N(C(OC(C)C)=O)=NC(OC(C)C)=O.[Cl:34][C:35]1[C:39]([Cl:40])=[C:38]([CH2:41][OH:42])[S:37][N:36]=1.[C:43](O)(=[S:45])[CH3:44], predict the reaction product. The product is: [C:43]([O:42][CH2:41][C:38]1[S:37][N:36]=[C:35]([Cl:34])[C:39]=1[Cl:40])(=[S:45])[CH3:44].